Dataset: Catalyst prediction with 721,799 reactions and 888 catalyst types from USPTO. Task: Predict which catalyst facilitates the given reaction. (1) Reactant: [Cl:1][C:2]1[CH:7]=[CH:6][CH:5]=[C:4]([CH3:8])[C:3]=1[NH:9][C:10]1[NH:11][C:12]2[C:18]3[CH2:19][C:20]([CH3:23])([CH3:22])[O:21][C:17]=3[C:16]([C:24]([NH:26][C:27]3[CH:32]=[C:31]([C:33]([F:36])([F:35])[F:34])[CH:30]=[CH:29][C:28]=3[F:37])=[O:25])=[CH:15][C:13]=2[N:14]=1.[C:38]([OH:50])(=[O:49])[CH2:39][C:40]([CH2:45][C:46]([OH:48])=[O:47])([C:42]([OH:44])=[O:43])[OH:41]. Product: [OH:41][C:40]([C:42]([OH:44])=[O:43])([CH2:45][C:46]([OH:48])=[O:47])[CH2:39][C:38]([OH:50])=[O:49].[Cl:1][C:2]1[CH:7]=[CH:6][CH:5]=[C:4]([CH3:8])[C:3]=1[NH:9][C:10]1[NH:11][C:12]2[C:18]3[CH2:19][C:20]([CH3:22])([CH3:23])[O:21][C:17]=3[C:16]([C:24]([NH:26][C:27]3[CH:32]=[C:31]([C:33]([F:36])([F:34])[F:35])[CH:30]=[CH:29][C:28]=3[F:37])=[O:25])=[CH:15][C:13]=2[N:14]=1. The catalyst class is: 21. (2) Reactant: [CH2:1]([C:8]1(Br)[CH2:20][CH2:19][C:18]2[C:17]3[C:12](=[CH:13][C:14]([Cl:22])=[C:15]([Cl:21])[CH:16]=3)[NH:11][C:10]=2[C:9]1=[O:23])[C:2]1[CH:7]=[CH:6][CH:5]=[CH:4][CH:3]=1.[Li+].[Br-]. Product: [CH2:1]([C:8]1[CH:20]=[CH:19][C:18]2[C:17]3[C:12](=[CH:13][C:14]([Cl:22])=[C:15]([Cl:21])[CH:16]=3)[NH:11][C:10]=2[C:9]=1[OH:23])[C:2]1[CH:3]=[CH:4][CH:5]=[CH:6][CH:7]=1. The catalyst class is: 18. (3) Reactant: Cl.[CH3:2][S:3]([NH:6][C:7]1[CH:12]=[CH:11][CH:10]=[CH:9][C:8]=1[N:13]1[CH2:18][CH2:17][NH:16][CH2:15][CH2:14]1)(=[O:5])=[O:4].[CH3:19][C:20]([O:23][C:24]([NH:26][C@@H:27]([C:37]([OH:39])=[O:38])[CH2:28][C:29]1[CH:34]=[CH:33][C:32]([Cl:35])=[C:31]([Cl:36])[CH:30]=1)=[O:25])([CH3:22])[CH3:21].CC[N:42]([CH:46]([CH3:48])C)[CH:43]([CH3:45])C.C(Cl)CCl.[CH:53]1[CH:58]=N[C:56]2N(O)N=N[C:55]=2[CH:54]=1. Product: [Cl:36][C:31]1[CH:30]=[C:29]([CH2:28][C@@H:27]([NH:26][C:24]([O:23][C:20]([CH3:22])([CH3:21])[CH3:19])=[O:25])[C:37]([N:16]2[CH2:17][CH2:18][N:13]([C:8]3[CH:9]=[CH:10][CH:11]=[CH:12][C:7]=3[NH:6][S:3]([CH3:2])(=[O:4])=[O:5])[CH2:14][CH2:15]2)=[O:38])[CH:34]=[CH:33][C:32]=1[Cl:35].[Cl:36][C:31]1[CH:30]=[C:29]([CH2:28][C@@H:27]([NH:26][C:24]([C@@H:46]2[CH2:48][C:56]3[C:45](=[CH:58][CH:53]=[CH:54][CH:55]=3)[CH2:43][NH:42]2)=[O:25])[C:37]([N:16]2[CH2:17][CH2:18][N:13]([C:8]3[CH:9]=[CH:10][CH:11]=[CH:12][C:7]=3[NH:6][S:3]([CH3:2])(=[O:4])=[O:5])[CH2:14][CH2:15]2)=[O:39])[CH:34]=[CH:33][C:32]=1[Cl:35]. The catalyst class is: 3. (4) Reactant: [CH3:1][N:2]1[CH2:7][CH2:6][CH:5]([O:8][CH:9]2[C:18]3[CH:19]=[CH:20][CH:21]=[CH:22][C:17]=3[CH2:16][CH2:15][N:14]3[C:10]2=[N:11][C:12]([CH:23]=[CH2:24])=[CH:13]3)[CH2:4][CH2:3]1.[C:25]([OH:30])(=[O:29])[C:26]([OH:28])=[O:27]. Product: [C:25]([OH:30])(=[O:29])[C:26]([OH:28])=[O:27].[CH3:1][N:2]1[CH2:7][CH2:6][CH:5]([O:8][CH:9]2[C:18]3[CH:19]=[CH:20][CH:21]=[CH:22][C:17]=3[CH2:16][CH2:15][N:14]3[C:10]2=[N:11][C:12]([CH:23]=[CH2:24])=[CH:13]3)[CH2:4][CH2:3]1. The catalyst class is: 21. (5) Reactant: [H-].[Na+].[C:3]([O:10][CH3:11])(=[O:9])[CH2:4][C:5]([O:7][CH3:8])=[O:6].F[C:13]1[CH:18]=[CH:17][C:16]([NH:19][C:20]2[CH:25]=[CH:24][CH:23]=[C:22]([N+:26]([O-:28])=[O:27])[CH:21]=2)=[CH:15][C:14]=1[N+:29]([O-:31])=[O:30]. Product: [CH3:8][O:7][C:5](=[O:6])[CH:4]([C:13]1[CH:18]=[CH:17][C:16]([NH:19][C:20]2[CH:25]=[CH:24][CH:23]=[C:22]([N+:26]([O-:28])=[O:27])[CH:21]=2)=[CH:15][C:14]=1[N+:29]([O-:31])=[O:30])[C:3]([O:10][CH3:11])=[O:9]. The catalyst class is: 16. (6) The catalyst class is: 14. Product: [C:39]([O:38][C:36]([N:33]1[CH2:34][CH2:35][C:29]2([CH2:28][N:27]([C@H:23]3[C:24]4[C:20](=[CH:19][C:18]([C:15]5[CH:14]=[N:13][C:12]([C:5](=[O:6])[NH2:7])=[CH:17][N:16]=5)=[CH:26][CH:25]=4)[CH2:21][CH2:22]3)[CH2:30]2)[CH2:31][CH2:32]1)=[O:37])([CH3:42])([CH3:40])[CH3:41]. Reactant: O.OO.N[C:5]([NH2:7])=[O:6].[OH-].[Na+].C([C:12]1[N:13]=[CH:14][C:15]([C:18]2[CH:19]=[C:20]3[C:24](=[CH:25][CH:26]=2)[C@H:23]([N:27]2[CH2:30][C:29]4([CH2:35][CH2:34][N:33]([C:36]([O:38][C:39]([CH3:42])([CH3:41])[CH3:40])=[O:37])[CH2:32][CH2:31]4)[CH2:28]2)[CH2:22][CH2:21]3)=[N:16][CH:17]=1)#N. (7) Reactant: [P:1]([O:13][CH2:14][C:15]([N:17]1[CH2:22][CH2:21][N:20]([CH2:23][C:24]2[CH:25]=[N:26][C:27]([C:30]3[S:38][C:37]4[C:32](=[N:33][CH:34]=[CH:35][C:36]=4[O:39][C:40]4[CH:45]=[CH:44][C:43]([NH:46][C:47]([NH:49][CH:50]5[CH2:52][CH2:51]5)=[O:48])=[CH:42][C:41]=4[F:53])[CH:31]=3)=[CH:28][CH:29]=2)[CH2:19][CH2:18]1)=[O:16])([O:8]C(C)(C)C)([O:3]C(C)(C)C)=[O:2].Cl.O1CCOCC1. Product: [P:1]([OH:3])([OH:8])([O:13][CH2:14][C:15]([N:17]1[CH2:18][CH2:19][N:20]([CH2:23][C:24]2[CH:25]=[N:26][C:27]([C:30]3[S:38][C:37]4[C:32](=[N:33][CH:34]=[CH:35][C:36]=4[O:39][C:40]4[CH:45]=[CH:44][C:43]([NH:46][C:47]([NH:49][CH:50]5[CH2:51][CH2:52]5)=[O:48])=[CH:42][C:41]=4[F:53])[CH:31]=3)=[CH:28][CH:29]=2)[CH2:21][CH2:22]1)=[O:16])=[O:2]. The catalyst class is: 2.